Predict the reactants needed to synthesize the given product. From a dataset of Full USPTO retrosynthesis dataset with 1.9M reactions from patents (1976-2016). (1) Given the product [Cl:1][C:2]1[CH:3]=[CH:4][C:5]([O:14][CH3:15])=[C:6]([N:8]2[CH2:9][CH2:10][N:11]([CH2:17][C:18]3[N:22]([CH3:23])[N:21]([CH:24]4[CH2:28][CH2:27][CH2:26][CH2:25]4)[C:20](=[O:29])[C:19]=3[O:30][CH3:31])[CH2:12][CH2:13]2)[CH:7]=1, predict the reactants needed to synthesize it. The reactants are: [Cl:1][C:2]1[CH:3]=[CH:4][C:5]([O:14][CH3:15])=[C:6]([N:8]2[CH2:13][CH2:12][NH:11][CH2:10][CH2:9]2)[CH:7]=1.Br[CH2:17][C:18]1[N:22]([CH3:23])[N:21]([CH:24]2[CH2:28][CH2:27][CH2:26][CH2:25]2)[C:20](=[O:29])[C:19]=1[O:30][CH3:31].C(=O)([O-])[O-].[K+].[K+]. (2) Given the product [CH3:16][O:15][C:12]1[CH:13]=[CH:14][C:9]([OH:8])=[C:10]([C:17]([F:18])([F:19])[F:20])[CH:11]=1, predict the reactants needed to synthesize it. The reactants are: C([O:8][C:9]1[CH:14]=[CH:13][C:12]([O:15][CH3:16])=[CH:11][C:10]=1[C:17]([F:20])([F:19])[F:18])C1C=CC=CC=1.[H][H]. (3) Given the product [Br:1][C:2]1[CH:3]=[C:4]2[C:9](=[CH:10][CH:11]=1)[N:8]([C:12](=[O:14])[CH3:13])[C@@H:7]([CH2:15][CH3:17])[CH2:6][NH:5]2, predict the reactants needed to synthesize it. The reactants are: [Br:1][C:2]1[CH:3]=[C:4]2[C:9](=[CH:10][CH:11]=1)[N:8]([C:12](=[O:14])[CH3:13])[C@@H:7]([CH3:15])[CH2:6][NH:5]2.N[C@@H:17](C)CO. (4) Given the product [CH:53]1([C:44]2[C:43]([CH:1]3[CH2:3][CH2:2]3)=[CH:50][C:47]([CH:48]=[O:49])=[C:46]([OH:51])[C:45]=2[F:52])[CH2:55][CH2:54]1, predict the reactants needed to synthesize it. The reactants are: [CH:1]1(B(O)O)[CH2:3][CH2:2]1.C(=O)([O-])[O-].[Na+].[Na+].C1(P(C2CCCCC2)C2C=CC=CC=2C2C(OC)=CC=CC=2OC)CCCCC1.Br[C:43]1[C:44]([CH:53]2[CH2:55][CH2:54]2)=[C:45]([F:52])[C:46]([OH:51])=[C:47]([CH:50]=1)[CH:48]=[O:49]. (5) Given the product [NH2:50][C:48](=[O:49])[CH:47]([OH:51])[CH:46]([NH:45][C:38](=[O:40])[C:37]1[CH:41]=[CH:42][CH:43]=[N:44][C:36]=1[N:33]1[CH:34]=[CH:35][C:31]([CH2:30][N:27]2[CH2:26][CH2:25][O:24][CH2:29][CH2:28]2)=[N:32]1)[CH2:52][C:53]1[CH:54]=[CH:55][CH:56]=[CH:57][CH:58]=1, predict the reactants needed to synthesize it. The reactants are: Cl.CN(C)CCCN=C=NCC.O.ON1C2C=CC=CC=2N=N1.[O:24]1[CH2:29][CH2:28][N:27]([CH2:30][C:31]2[CH:35]=[CH:34][N:33]([C:36]3[N:44]=[CH:43][CH:42]=[CH:41][C:37]=3[C:38]([OH:40])=O)[N:32]=2)[CH2:26][CH2:25]1.[NH2:45][CH:46]([CH2:52][C:53]1[CH:58]=[CH:57][CH:56]=[CH:55][CH:54]=1)[CH:47]([OH:51])[C:48]([NH2:50])=[O:49]. (6) The reactants are: [Cl:1][C:2]1[N:3]=[C:4]([N:18]2[CH2:23][CH2:22][O:21][CH2:20][CH2:19]2)[C:5]2[N:10]=[C:9]([CH2:11][N:12]3[CH2:17][CH2:16][NH:15][CH2:14][CH2:13]3)[S:8][C:6]=2[N:7]=1.Cl.[C:25](O)(=[O:29])[C@H:26]([CH3:28])[OH:27].CN(C(ON1N=NC2C=CC=NC1=2)=[N+](C)C)C.F[P-](F)(F)(F)(F)F.C(N(CC)C(C)C)(C)C. Given the product [Cl:1][C:2]1[N:3]=[C:4]([N:18]2[CH2:19][CH2:20][O:21][CH2:22][CH2:23]2)[C:5]2[N:10]=[C:9]([CH2:11][N:12]3[CH2:17][CH2:16][N:15]([C:25](=[O:29])[CH:26]([OH:27])[CH3:28])[CH2:14][CH2:13]3)[S:8][C:6]=2[N:7]=1, predict the reactants needed to synthesize it. (7) Given the product [Cl:26][C:23]1[CH:24]=[CH:25][C:20]([C:17]2[S:16][C:15]3[C:13](=[O:14])[NH:12][CH:11]=[CH:10][C:19]=3[CH:18]=2)=[CH:21][CH:22]=1, predict the reactants needed to synthesize it. The reactants are: FC(F)(F)S(O)(=O)=O.O=[CH:10][CH2:11][NH:12][C:13]([C:15]1[S:16][C:17]([C:20]2[CH:25]=[CH:24][C:23]([Cl:26])=[CH:22][CH:21]=2)=[CH:18][CH:19]=1)=[O:14].O. (8) Given the product [Cl:1][C:2]1[CH:3]=[C:4]([CH:7]=[CH:8][C:9]=1[O:10][CH2:12][C:13]([CH3:16])([CH3:15])[CH3:14])[CH:5]=[O:6], predict the reactants needed to synthesize it. The reactants are: [Cl:1][C:2]1[CH:3]=[C:4]([CH:7]=[CH:8][C:9]=1[OH:10])[CH:5]=[O:6].I[CH2:12][C:13]([CH3:16])([CH3:15])[CH3:14].C(=O)([O-])[O-].[Cs+].[Cs+].O.